From a dataset of Reaction yield outcomes from USPTO patents with 853,638 reactions. Predict the reaction yield, written as a fraction of the theoretical maximum amount of product (1.0 means a 100% yield; for example, 0.34 means a 34% yield). (1) The reactants are [F:1][C:2]1[CH:20]=[CH:19][C:18]([CH2:21][C:22]2[C:31]3[CH2:30][CH2:29][CH2:28][CH2:27][C:26]=3[C:25](=[O:32])[NH:24][N:23]=2)=[CH:17][C:3]=1[C:4]([N:6]1[CH2:11][CH2:10][CH:9]([C:12]([O:14]CC)=[O:13])[CH2:8][CH2:7]1)=[O:5].O.[OH-].[Li+]. The catalyst is C(O)C.O. The product is [F:1][C:2]1[CH:20]=[CH:19][C:18]([CH2:21][C:22]2[C:31]3[CH2:30][CH2:29][CH2:28][CH2:27][C:26]=3[C:25](=[O:32])[NH:24][N:23]=2)=[CH:17][C:3]=1[C:4]([N:6]1[CH2:11][CH2:10][CH:9]([C:12]([OH:14])=[O:13])[CH2:8][CH2:7]1)=[O:5]. The yield is 0.562. (2) The product is [NH2:34][C:35]1[N:44]=[C:43]([N:45]2[CH2:50][CH2:49][N:48]([CH3:51])[CH2:47][CH2:46]2)[C:42]2[C:37](=[CH:38][C:39]([C:52]([N:28]3[CH2:29][CH2:31][C:16]4[C:33](=[CH:18][CH:19]=[CH:20][C:15]=4[O:67][CH2:66][C:59]4[CH:58]=[C:57]([CH:62]=[CH:61][CH:60]=4)[C:56]#[N:63])[CH2:32]3)=[O:54])=[CH:40][CH:41]=2)[N:36]=1. The reactants are F[P-](F)(F)(F)(F)F.C[N+](C)=C(N(C)C)ON1[C:16]2N=[CH:18][CH:19]=[CH:20][C:15]=2N=N1.C([N:28]([CH2:32][CH3:33])[CH:29]([CH3:31])C)(C)C.[NH2:34][C:35]1[N:44]=[C:43]([N:45]2[CH2:50][CH2:49][N:48]([CH3:51])[CH2:47][CH2:46]2)[C:42]2[C:37](=[CH:38][C:39]([C:52]([OH:54])=O)=[CH:40][CH:41]=2)[N:36]=1.Cl.[C:56](#[N:63])[C:57]1[CH:62]=[CH:61][CH:60]=[CH:59][CH:58]=1.CN(C)[CH:66]=[O:67]. The yield is 0.330. No catalyst specified. (3) The reactants are [CH3:1][C:2]1[CH:7]=[CH:6][C:5]([S:8][C:9]2[C:17]3[NH:16][C:15]4[CH2:18][CH2:19][N:20]([C:22]([O:24][C:25]([CH3:28])([CH3:27])[CH3:26])=[O:23])[CH2:21][C:14]=4[C:13]=3[CH:12]=[CH:11][CH:10]=2)=[CH:4][CH:3]=1.[OH-].[K+].I[CH3:32]. The catalyst is COCCOC. The product is [CH3:32][N:16]1[C:17]2[C:9]([S:8][C:5]3[CH:6]=[CH:7][C:2]([CH3:1])=[CH:3][CH:4]=3)=[CH:10][CH:11]=[CH:12][C:13]=2[C:14]2[CH2:21][N:20]([C:22]([O:24][C:25]([CH3:28])([CH3:27])[CH3:26])=[O:23])[CH2:19][CH2:18][C:15]1=2. The yield is 0.950. (4) The yield is 0.390. The reactants are C(OC(=O)[NH:7][CH2:8][C@@H:9]([NH:26][C:27]([C:29]1[S:45][C:32]2=[N:33][C:34]3[CH2:35][CH2:36][C@@H:37]([C:41]([CH3:44])([CH3:43])[CH3:42])[CH2:38][C:39]=3[CH:40]=[C:31]2[CH:30]=1)=[O:28])[C:10]1[CH:15]=[CH:14][CH:13]=[C:12]([NH:16][C:17]([N:19]2[CH2:24][CH2:23][N:22]([CH3:25])[CH2:21][CH2:20]2)=[O:18])[CH:11]=1)(C)(C)C.C(O)(C(F)(F)F)=O.C(Cl)Cl. The product is [NH2:7][CH2:8][C@@H:9]([NH:26][C:27]([C:29]1[S:45][C:32]2=[N:33][C:34]3[CH2:35][CH2:36][C@@H:37]([C:41]([CH3:43])([CH3:42])[CH3:44])[CH2:38][C:39]=3[CH:40]=[C:31]2[CH:30]=1)=[O:28])[C:10]1[CH:15]=[CH:14][CH:13]=[C:12]([NH:16][C:17]([N:19]2[CH2:20][CH2:21][N:22]([CH3:25])[CH2:23][CH2:24]2)=[O:18])[CH:11]=1. No catalyst specified. (5) The reactants are [F:1][C:2]1[CH:26]=[C:25]([N+:27]([O-])=O)[CH:24]=[CH:23][C:3]=1[O:4][C:5]1[CH:10]=[CH:9][C:8]([C:11]2[CH:16]=[CH:15][CH:14]=[CH:13][CH:12]=2)=[CH:7][C:6]=1[C:17]1[N:21]([CH3:22])[N:20]=[CH:19][CH:18]=1.[Cl-].[Cl-].[Ca+2]. The catalyst is C(O)C.O.[Fe]. The product is [F:1][C:2]1[CH:26]=[C:25]([CH:24]=[CH:23][C:3]=1[O:4][C:5]1[CH:10]=[CH:9][C:8]([C:11]2[CH:16]=[CH:15][CH:14]=[CH:13][CH:12]=2)=[CH:7][C:6]=1[C:17]1[N:21]([CH3:22])[N:20]=[CH:19][CH:18]=1)[NH2:27]. The yield is 0.840. (6) The reactants are [CH3:1][C@@H:2]1[CH2:7][CH2:6][C@H:5]([O:8][C:9]2[C:18]([C:19]([F:22])([F:21])[F:20])=[C:17]3[C:12]([CH:13]=[CH:14][CH:15]=[C:16]3[CH2:23][N:24]3[CH2:29][CH2:28][CH:27]([C:30]([O-:32])=[O:31])[CH2:26][CH2:25]3)=[CH:11][CH:10]=2)[CH2:4][CH2:3]1.[CH3:33][C@@H:34]1CC[C@H](OC2C(C(F)(F)F)=C3C(=CC=2)C(CN2CCC(C(OCC)=O)CC2)=CC=C3)CC1. No catalyst specified. The product is [CH3:1][C@@H:2]1[CH2:7][CH2:6][C@H:5]([O:8][C:9]2[C:18]([C:19]([F:21])([F:22])[F:20])=[C:17]3[C:12]([CH:13]=[CH:14][CH:15]=[C:16]3[CH2:23][N:24]3[CH2:29][CH2:28][CH:27]([C:30]([O:32][CH2:33][CH3:34])=[O:31])[CH2:26][CH2:25]3)=[CH:11][CH:10]=2)[CH2:4][CH2:3]1. The yield is 0.200. (7) The reactants are [CH2:1]([O:5][C:6]1[N:14]=[C:13]2[C:9]([NH:10][C:11]([O:15][CH3:16])=[N:12]2)=[C:8]([NH2:17])[N:7]=1)[CH2:2][CH2:3][CH3:4].[Br:18][CH2:19][CH2:20][CH:21](Br)C.C(=O)([O-])[O-].[K+].[K+].O. The catalyst is CN(C)C=O.C(OCC)(=O)C. The product is [Br:18][CH2:19][CH2:20][CH2:21][N:12]1[C:11]([O:15][CH3:16])=[N:10][C:9]2[C:13]1=[N:14][C:6]([O:5][CH2:1][CH2:2][CH2:3][CH3:4])=[N:7][C:8]=2[NH2:17]. The yield is 0.710.